This data is from Reaction yield outcomes from USPTO patents with 853,638 reactions. The task is: Predict the reaction yield, written as a fraction of the theoretical maximum amount of product (1.0 means a 100% yield; for example, 0.34 means a 34% yield). (1) The reactants are [F:1][C:2]1[CH:3]=[C:4]([C:8](=[O:14])[CH2:9][CH2:10][C:11]([OH:13])=O)[CH:5]=[CH:6][CH:7]=1.[F:15][C:16]([F:26])([F:25])[O:17][C:18]1[CH:24]=[CH:23][C:21]([NH2:22])=[CH:20][CH:19]=1.F[B-](F)(F)F.N1(OC(N(C)C)=[N+](C)C)C2C=CC=CC=2N=N1.C(N(CC)CC)C.Cl. The catalyst is CN(C)C=O. The product is [F:1][C:2]1[CH:3]=[C:4]([C:8](=[O:14])[CH2:9][CH2:10][C:11]([NH:22][C:21]2[CH:23]=[CH:24][C:18]([O:17][C:16]([F:15])([F:25])[F:26])=[CH:19][CH:20]=2)=[O:13])[CH:5]=[CH:6][CH:7]=1. The yield is 0.880. (2) The reactants are [F:1][C:2]([F:7])([F:6])[C:3]([OH:5])=[O:4].[CH2:8]([S:10]([N:13]1[CH2:18][CH2:17][CH:16]([C:19]2[C:27]3[C:22](=[C:23]([C:38]([NH2:40])=[O:39])[CH:24]=[C:25]([C:28]4[CH:33]=[C:32]([CH2:34][NH:35][CH3:36])[CH:31]=[C:30]([F:37])[CH:29]=4)[CH:26]=3)[NH:21][CH:20]=2)[CH2:15][CH2:14]1)(=[O:12])=[O:11])[CH3:9].[CH2:41]1COCC1.CN. No catalyst specified. The product is [F:1][C:2]([F:7])([F:6])[C:3]([OH:5])=[O:4].[CH2:36]([NH:35][CH2:34][C:32]1[CH:33]=[C:28]([C:25]2[CH:26]=[C:27]3[C:22](=[C:23]([C:38]([NH2:40])=[O:39])[CH:24]=2)[NH:21][CH:20]=[C:19]3[CH:16]2[CH2:17][CH2:18][N:13]([S:10]([CH2:8][CH3:9])(=[O:11])=[O:12])[CH2:14][CH2:15]2)[CH:29]=[C:30]([F:37])[CH:31]=1)[CH3:41]. The yield is 0.155. (3) The reactants are [Br:1][C:2]1[CH:7]=[CH:6][C:5]([S:8]([NH:11][C:12]2[CH:13]=[N:14][CH:15]=[C:16](B3OC(C)(C)C(C)(C)O3)[CH:17]=2)(=[O:10])=[O:9])=[C:4]([Cl:27])[CH:3]=1.Cl[C:29]1[CH:30]=[CH:31][C:32]2[N:33]=[CH:34][N:35]=[C:36]([O:39][CH:40]3[CH2:45][CH2:44][O:43][CH2:42][CH2:41]3)[C:37]=2[N:38]=1.C(=O)(O)[O-].[Na+]. The catalyst is O1CCOCC1.C1C=CC(P(C2C=CC=CC=2)[C-]2C=CC=C2)=CC=1.C1C=CC(P(C2C=CC=CC=2)[C-]2C=CC=C2)=CC=1.Cl[Pd]Cl.[Fe+2].C(Cl)Cl. The product is [Br:1][C:2]1[CH:7]=[CH:6][C:5]([S:8]([NH:11][C:12]2[CH:13]=[N:14][CH:15]=[C:16]([C:29]3[CH:30]=[CH:31][C:32]4[N:33]=[CH:34][N:35]=[C:36]([O:39][CH:40]5[CH2:45][CH2:44][O:43][CH2:42][CH2:41]5)[C:37]=4[N:38]=3)[CH:17]=2)(=[O:9])=[O:10])=[C:4]([Cl:27])[CH:3]=1. The yield is 0.200.